From a dataset of Catalyst prediction with 721,799 reactions and 888 catalyst types from USPTO. Predict which catalyst facilitates the given reaction. (1) Reactant: [C:1]([NH:5][C:6]1[CH:12]=[CH:11][C:10]([C:13]2[O:14][C:15]3[CH:21]=[CH:20][CH:19]=[CH:18][C:16]=3[N:17]=2)=[CH:9][C:7]=1[NH2:8])([CH3:4])([CH3:3])[CH3:2].[CH:22](=O)[CH3:23].OOS([O-])=O.[K+].C(=O)([O-])[O-].[K+].[K+]. Product: [O:14]1[C:15]2[CH:21]=[CH:20][CH:19]=[CH:18][C:16]=2[N:17]=[C:13]1[C:10]1[CH:11]=[CH:12][C:6]2[N:5]([C:1]([CH3:4])([CH3:2])[CH3:3])[C:22]([CH3:23])=[N:8][C:7]=2[CH:9]=1. The catalyst class is: 9. (2) Reactant: [C:1]([O:5][C:6]([NH:8][C@H:9]1[CH2:14][CH2:13][C@H:12]([NH:15][C:16]2[C:17]([CH3:27])=[C:18]([CH:23]=[C:24]([Cl:26])[CH:25]=2)[C:19]([O:21][CH3:22])=[O:20])[CH2:11][CH2:10]1)=[O:7])([CH3:4])([CH3:3])[CH3:2].[CH:28](=O)[CH3:29].C(O[BH-](OC(=O)C)OC(=O)C)(=O)C.[Na+].C([O-])(O)=O.[Na+]. Product: [C:1]([O:5][C:6]([NH:8][C@H:9]1[CH2:14][CH2:13][C@H:12]([N:15]([CH2:28][CH3:29])[C:16]2[C:17]([CH3:27])=[C:18]([CH:23]=[C:24]([Cl:26])[CH:25]=2)[C:19]([O:21][CH3:22])=[O:20])[CH2:11][CH2:10]1)=[O:7])([CH3:4])([CH3:3])[CH3:2]. The catalyst class is: 478. (3) Reactant: [OH:1][C:2]([C:19]([F:22])([F:21])[F:20])([CH2:16][C:17]#[CH:18])[CH2:3][C:4]([C:7]1[CH:15]=[CH:14][CH:13]=[CH:12][C:8]=1[C:9]([OH:11])=[O:10])([CH3:6])[CH3:5].N1C=CN=C1.Cl[Si:29]([CH3:32])([CH3:31])[CH3:30]. Product: [CH3:6][C:4]([C:7]1[CH:15]=[CH:14][CH:13]=[CH:12][C:8]=1[C:9]([OH:11])=[O:10])([CH3:5])[CH2:3][C:2]([C:19]([F:20])([F:21])[F:22])([O:1][Si:29]([CH3:32])([CH3:31])[CH3:30])[CH2:16][C:17]#[CH:18]. The catalyst class is: 369. (4) Product: [F:39][C:40]([F:45])([F:44])[C:41]([OH:43])=[O:42].[C:22]([NH:21][C:18]1[CH:19]=[CH:20][C:15]([S:12]([NH:11][CH:8]([CH:9]=[O:10])[CH2:7][C:6]([OH:38])=[O:5])(=[O:13])=[O:14])=[C:16]([O:25][CH2:26][CH2:27][C:28]2[CH:37]=[CH:36][CH:35]=[C:34]3[C:29]=2[CH:30]=[CH:31][CH:32]=[N:33]3)[CH:17]=1)(=[O:24])[CH3:23]. The catalyst class is: 2. Reactant: C([O:5][C:6](=[O:38])[CH2:7][CH:8]([NH:11][S:12]([C:15]1[CH:20]=[CH:19][C:18]([NH:21][C:22](=[O:24])[CH3:23])=[CH:17][C:16]=1[O:25][CH2:26][CH2:27][C:28]1[CH:37]=[CH:36][CH:35]=[C:34]2[C:29]=1[CH:30]=[CH:31][CH:32]=[N:33]2)(=[O:14])=[O:13])[CH:9]=[O:10])(C)(C)C.[F:39][C:40]([F:45])([F:44])[C:41]([OH:43])=[O:42]. (5) Reactant: [CH3:1][O:2][C:3]1[CH:10]=[C:9]([O:11][CH3:12])[CH:8]=[CH:7][C:4]=1[CH2:5][NH2:6].[CH2:13]([O:17][CH2:18][C:19]1[CH:24]=[CH:23][CH:22]=[CH:21][CH:20]=1)[C@H:14]1[O:16][CH2:15]1. Product: [CH3:1][O:2][C:3]1[CH:10]=[C:9]([O:11][CH3:12])[CH:8]=[CH:7][C:4]=1[CH2:5][NH:6][CH2:15][C@H:14]([OH:16])[CH2:13][O:17][CH2:18][C:19]1[CH:24]=[CH:23][CH:22]=[CH:21][CH:20]=1. The catalyst class is: 5. (6) Reactant: [F:1][C:2]1[CH:3]=[C:4]([CH2:11]O)[CH:5]=[C:6]([F:10])[C:7]=1[S:8][CH3:9].CS([Cl:17])(=O)=O.Cl. Product: [Cl:17][CH2:11][C:4]1[CH:5]=[C:6]([F:10])[C:7]([S:8][CH3:9])=[C:2]([F:1])[CH:3]=1. The catalyst class is: 4.